From a dataset of Forward reaction prediction with 1.9M reactions from USPTO patents (1976-2016). Predict the product of the given reaction. (1) The product is: [C:30]([C:27]1[CH:28]=[CH:29][C:24]([NH:23][CH2:22][C:20]2[N:19]([CH3:32])[C:18]3[CH:33]=[CH:34][C:15]([C:13]([N:6]([C:7]4[CH:8]=[CH:9][CH:10]=[CH:11][CH:12]=4)[CH2:5][CH2:4][C:3]([OH:35])=[O:2])=[O:14])=[CH:16][C:17]=3[N:21]=2)=[CH:25][CH:26]=1)#[N:31]. Given the reactants C[O:2][C:3](=[O:35])[CH2:4][CH2:5][N:6]([C:13]([C:15]1[CH:34]=[CH:33][C:18]2[N:19]([CH3:32])[C:20]([CH2:22][NH:23][C:24]3[CH:29]=[CH:28][C:27]([C:30]#[N:31])=[CH:26][CH:25]=3)=[N:21][C:17]=2[CH:16]=1)=[O:14])[C:7]1[CH:12]=[CH:11][CH:10]=[CH:9][CH:8]=1.[OH-].[Na+].CO, predict the reaction product. (2) Given the reactants [N+:1]([C:4]1[NH:5][CH:6]=[C:7]([N+:9]([O-:11])=[O:10])[N:8]=1)([O-:3])=[O:2].[O:12]1[CH2:14][CH:13]1[CH2:15][O:16][Si:17]([C:20]([CH3:23])([CH3:22])[CH3:21])([CH3:19])[CH3:18], predict the reaction product. The product is: [Si:17]([O:16][CH2:15][CH:13]([OH:12])[CH2:14][N:5]1[CH:6]=[C:7]([N+:9]([O-:11])=[O:10])[N:8]=[C:4]1[N+:1]([O-:3])=[O:2])([C:20]([CH3:23])([CH3:22])[CH3:21])([CH3:19])[CH3:18]. (3) Given the reactants [O:1]1[CH2:6][CH2:5][N:4]([CH2:7][CH2:8][CH2:9][NH:10][C:11]2[CH:16]=[CH:15][C:14]([CH2:17][CH:18]([O:22][CH2:23][CH3:24])[C:19]([OH:21])=[O:20])=[CH:13][CH:12]=2)[C:3]2[CH:25]=[CH:26][CH:27]=[CH:28][C:2]1=2.[OH-].[Mg+2:30].[OH-], predict the reaction product. The product is: [Mg+2:30].[CH2:23]([O:22][CH:18]([CH2:17][C:14]1[CH:13]=[CH:12][C:11]([NH:10][CH2:9][CH2:8][CH2:7][N:4]2[CH2:5][CH2:6][O:1][C:2]3[CH:28]=[CH:27][CH:26]=[CH:25][C:3]2=3)=[CH:16][CH:15]=1)[C:19]([O-:21])=[O:20])[CH3:24].[CH2:23]([O:22][CH:18]([CH2:17][C:14]1[CH:13]=[CH:12][C:11]([NH:10][CH2:9][CH2:8][CH2:7][N:4]2[CH2:5][CH2:6][O:1][C:2]3[CH:28]=[CH:27][CH:26]=[CH:25][C:3]2=3)=[CH:16][CH:15]=1)[C:19]([O-:21])=[O:20])[CH3:24].